Predict the product of the given reaction. From a dataset of Forward reaction prediction with 1.9M reactions from USPTO patents (1976-2016). (1) Given the reactants BrC1C=CC(C(N2CCN(C3C(C)=CC(C)=CN=3)CC2)=O)=CC=1F.COC1C=CC(CN2CC(C)NC2=O)=CC=1.[CH3:41][C:42]1[C:43]([N:49]2[CH2:54][CH2:53][N:52]([C:55]([C:57]3[CH:62]=[CH:61][C:60]([N:63]4[CH:67]([CH3:68])[CH2:66][N:65](CC5C=CC(OC)=CC=5)[C:64]4=[O:78])=[C:59]([F:79])[CH:58]=3)=[O:56])[CH2:51][CH2:50]2)=[N:44][CH:45]=[C:46]([CH3:48])[CH:47]=1, predict the reaction product. The product is: [CH3:41][C:42]1[C:43]([N:49]2[CH2:50][CH2:51][N:52]([C:55]([C:57]3[CH:62]=[CH:61][C:60]([N:63]4[CH:67]([CH3:68])[CH2:66][NH:65][C:64]4=[O:78])=[C:59]([F:79])[CH:58]=3)=[O:56])[CH2:53][CH2:54]2)=[N:44][CH:45]=[C:46]([CH3:48])[CH:47]=1. (2) The product is: [C:45]([O:44][C@@H:40]1[C@@H:39]([O:48][C:49](=[O:50])[CH3:51])[C@H:38]([O:52][C:53](=[O:54])[CH3:55])[C@@H:37]([CH2:36][O:35][C:33](=[O:34])[CH3:32])[O:42][C@H:41]1[O:29][C:22]1[C:21]([CH2:20][C:17]2[CH:16]=[CH:15][C:14]([O:13][CH2:12][C:11]([C:9]([O:8][CH2:1][C:2]3[CH:7]=[CH:6][CH:5]=[CH:4][CH:3]=3)=[O:10])([CH3:31])[CH3:30])=[CH:19][CH:18]=2)=[C:25]([CH:26]([CH3:27])[CH3:28])[NH:24][N:23]=1)(=[O:46])[CH3:47]. Given the reactants [CH2:1]([O:8][C:9]([C:11]([CH3:31])([CH3:30])[CH2:12][O:13][C:14]1[CH:19]=[CH:18][C:17]([CH2:20][C:21]2[C:22](=[O:29])[NH:23][NH:24][C:25]=2[CH:26]([CH3:28])[CH3:27])=[CH:16][CH:15]=1)=[O:10])[C:2]1[CH:7]=[CH:6][CH:5]=[CH:4][CH:3]=1.[CH3:32][C:33]([O:35][CH2:36][C@H:37]1[O:42][C@H:41](Br)[C@H:40]([O:44][C:45]([CH3:47])=[O:46])[C@@H:39]([O:48][C:49]([CH3:51])=[O:50])[C@@H:38]1[O:52][C:53]([CH3:55])=[O:54])=[O:34].[OH-].[Na+], predict the reaction product. (3) Given the reactants [N:1]1[CH:6]=[CH:5][CH:4]=[N:3][C:2]=1[O:7][C:8]1[CH:15]=[CH:14][C:11]([CH:12]=O)=[CH:10][CH:9]=1.N1(C2C=C[C:24]([CH:25]=[O:26])=CC=2)C=CC=N1, predict the reaction product. The product is: [N:1]1[CH:6]=[CH:5][CH:4]=[N:3][C:2]=1[O:7][C:8]1[CH:15]=[CH:14][C:11](/[CH:12]=[CH:24]/[CH:25]=[O:26])=[CH:10][CH:9]=1. (4) Given the reactants Br[C:2]1[N:7]=[C:6]2[C:8]([C:11]([NH:13][C:14]([CH3:17])([CH3:16])[CH3:15])=[O:12])=[CH:9][NH:10][C:5]2=[N:4][CH:3]=1.[CH:18]1[C:27]2[C:22](=[CH:23][CH:24]=[CH:25][C:26]=2B(O)O)[CH:21]=[CH:20][N:19]=1.CC(C1C=C(C(C)C)C(C2C=CC=CC=2P(C2CCCCC2)C2CCCCC2)=C(C(C)C)C=1)C.C([O-])([O-])=O.[Na+].[Na+], predict the reaction product. The product is: [C:14]([NH:13][C:11]([C:8]1[C:6]2=[N:7][C:2]([C:26]3[CH:25]=[CH:24][CH:23]=[C:22]4[C:27]=3[CH:18]=[N:19][CH:20]=[CH:21]4)=[CH:3][N:4]=[C:5]2[NH:10][CH:9]=1)=[O:12])([CH3:17])([CH3:16])[CH3:15]. (5) Given the reactants [CH3:1][S:2]([CH2:5][C:6]1[CH:11]=[CH:10][C:9]([C:12]2[CH:13]=[C:14]3[CH2:20][CH:19]([CH:21]4[CH2:26][CH2:25][NH:24][CH2:23][CH2:22]4)[O:18][C:15]3=[CH:16][N:17]=2)=[CH:8][CH:7]=1)(=[O:4])=[O:3].[F:27][C:28]([F:39])([F:38])[C:29]1([CH2:32]OS(C)(=O)=O)[CH2:31][CH2:30]1, predict the reaction product. The product is: [CH3:1][S:2]([CH2:5][C:6]1[CH:11]=[CH:10][C:9]([C:12]2[CH:13]=[C:14]3[CH2:20][CH:19]([CH:21]4[CH2:26][CH2:25][N:24]([CH2:32][C:29]5([C:28]([F:39])([F:38])[F:27])[CH2:31][CH2:30]5)[CH2:23][CH2:22]4)[O:18][C:15]3=[CH:16][N:17]=2)=[CH:8][CH:7]=1)(=[O:4])=[O:3]. (6) Given the reactants [C:1]([C:5]1[CH:6]=[C:7]([NH:11][C:12](=[O:26])[C:13]2[CH:18]=[CH:17][C:16]([N:19]3[CH2:24][CH2:23][NH:22][CH2:21][CH2:20]3)=[CH:15][C:14]=2[CH3:25])[CH:8]=[CH:9][CH:10]=1)([CH3:4])([CH3:3])[CH3:2].Br[C:28]1[CH:36]=[CH:35][C:31]([C:32]([OH:34])=[O:33])=[CH:30][CH:29]=1.C(C1C=C(NC(C2C=CC(N3CCN(C4C=CC(C(O)=O)=CC=4)CC3)=C(F)C=2)=O)C=CC=1)(C)(C)C, predict the reaction product. The product is: [C:1]([C:5]1[CH:6]=[C:7]([NH:11][C:12]([C:13]2[CH:18]=[CH:17][C:16]([N:19]3[CH2:24][CH2:23][N:22]([C:28]4[CH:36]=[CH:35][C:31]([C:32]([OH:34])=[O:33])=[CH:30][CH:29]=4)[CH2:21][CH2:20]3)=[CH:15][C:14]=2[CH3:25])=[O:26])[CH:8]=[CH:9][CH:10]=1)([CH3:4])([CH3:3])[CH3:2].